From a dataset of Retrosynthesis with 50K atom-mapped reactions and 10 reaction types from USPTO. Predict the reactants needed to synthesize the given product. (1) Given the product CC(C)(C)OC(=O)N1CCN(C[C@@H]2CO2)CC1, predict the reactants needed to synthesize it. The reactants are: CC(C)(C)OC(=O)N1CCNCC1.ClC[C@H]1CO1. (2) Given the product O[C@H]1CN(CCOc2ccc(OCc3ccccc3)cc2)CC[C@@]1(O)Cc1ccccc1, predict the reactants needed to synthesize it. The reactants are: ClCCOc1ccc(OCc2ccccc2)cc1.O[C@H]1CNCC[C@@]1(O)Cc1ccccc1. (3) Given the product C[C@H]1CCc2ccccc2[C@H]1NCc1ccccc1, predict the reactants needed to synthesize it. The reactants are: CC1CCc2ccccc2C1=NCc1ccccc1. (4) Given the product CCCCCCc1ccc(C=O)s1, predict the reactants needed to synthesize it. The reactants are: CCCCCCc1cccs1.CN(C)C=O. (5) Given the product C[C@H]1COCCN1c1cc(CS(=O)(=O)c2ccc(F)c(F)c2)nc(Cl)n1, predict the reactants needed to synthesize it. The reactants are: C[C@H]1COCCN1c1cc(CI)nc(Cl)n1.O=S([O-])c1ccc(F)c(F)c1. (6) The reactants are: Clc1cncc(Cl)n1.OC1CCCc2ccccc21. Given the product Clc1cncc(OC2CCCc3ccccc32)n1, predict the reactants needed to synthesize it. (7) Given the product NCc1cc2nnc(N3CCOCC3)n2cc1-c1ccc(Cl)cc1Cl, predict the reactants needed to synthesize it. The reactants are: N#Cc1cc2nnc(N3CCOCC3)n2cc1-c1ccc(Cl)cc1Cl.